Dataset: Catalyst prediction with 721,799 reactions and 888 catalyst types from USPTO. Task: Predict which catalyst facilitates the given reaction. (1) Reactant: [Si:1]([O:8][CH2:9][CH:10]([CH:12]1[CH2:14][CH2:13]1)[OH:11])([C:4]([CH3:7])([CH3:6])[CH3:5])([CH3:3])[CH3:2].C(N(CC)CC)C.N12CCN(CC1)CC2.[CH3:30][S:31](Cl)(=[O:33])=[O:32]. Product: [CH3:30][S:31]([O:11][CH:10]([CH:12]1[CH2:13][CH2:14]1)[CH2:9][O:8][Si:1]([C:4]([CH3:7])([CH3:6])[CH3:5])([CH3:3])[CH3:2])(=[O:33])=[O:32]. The catalyst class is: 2. (2) Reactant: [CH:1]1([CH2:7][CH2:8][O:9][C:10]2[N:15]=[CH:14][C:13]([CH2:16][N:17]3[CH2:22][CH2:21][N:20]([C:23]([NH:25][C:26]4[CH:27]=[N:28][CH:29]=[CH:30][CH:31]=4)=[O:24])[CH2:19][CH2:18]3)=[CH:12][CH:11]=2)[CH2:6][CH2:5][CH2:4][CH2:3][CH2:2]1.[C:32]([OH:37])(=[O:36])[C:33]([OH:35])=[O:34]. Product: [C:32]([OH:37])(=[O:36])[C:33]([OH:35])=[O:34].[C:32]([OH:37])(=[O:36])[C:33]([OH:35])=[O:34].[CH:1]1([CH2:7][CH2:8][O:9][C:10]2[N:15]=[CH:14][C:13]([CH2:16][N:17]3[CH2:22][CH2:21][N:20]([C:23]([NH:25][C:26]4[CH:27]=[N:28][CH:29]=[CH:30][CH:31]=4)=[O:24])[CH2:19][CH2:18]3)=[CH:12][CH:11]=2)[CH2:2][CH2:3][CH2:4][CH2:5][CH2:6]1. The catalyst class is: 8. (3) Reactant: C[O:2][C:3]([CH:5]1[CH2:10][CH2:9][N:8]([C:11]([O:13][C:14]([CH3:17])([CH3:16])[CH3:15])=[O:12])[CH2:7][CH:6]1[C:18]1[CH:23]=[CH:22][C:21]([F:24])=[C:20]([F:25])[CH:19]=1)=O.[H-].[H-].[H-].[H-].[Li+].[Al+3].[OH-].[Na+].[O-]S([O-])(=O)=O.[Na+].[Na+]. Product: [C:14]([O:13][C:11]([N:8]1[CH2:9][CH2:10][CH:5]([CH2:3][OH:2])[CH:6]([C:18]2[CH:23]=[CH:22][C:21]([F:24])=[C:20]([F:25])[CH:19]=2)[CH2:7]1)=[O:12])([CH3:17])([CH3:15])[CH3:16]. The catalyst class is: 299. (4) Reactant: [Cl:1][CH2:2][C:3]1[O:7][C:6]([C:8]2[CH:13]=[CH:12][CH:11]=[CH:10][CH:9]=2)=[N:5][C:4]=1[C:14]([OH:16])=O.C(Cl)(=O)C(Cl)=O.[N:23]1[CH:28]=[CH:27][CH:26]=[CH:25][C:24]=1[CH2:29][NH:30][CH2:31][C:32]([O:34][CH3:35])=[O:33].C(N(CC)C(C)C)(C)C.Cl. Product: [Cl:1][CH2:2][C:3]1[O:7][C:6]([C:8]2[CH:9]=[CH:10][CH:11]=[CH:12][CH:13]=2)=[N:5][C:4]=1[C:14]([N:30]([CH2:31][C:32]([O:34][CH3:35])=[O:33])[CH2:29][C:24]1[CH:25]=[CH:26][CH:27]=[CH:28][N:23]=1)=[O:16]. The catalyst class is: 120. (5) Reactant: [CH2:1]([O:8][C:9]([C:11]1([NH:15]C(OC(C)(C)C)=O)[CH2:14][CH2:13][CH2:12]1)=[O:10])[C:2]1[CH:7]=[CH:6][CH:5]=[CH:4][CH:3]=1.C(O)(C(F)(F)F)=O. Product: [CH2:1]([O:8][C:9]([C:11]1([NH2:15])[CH2:12][CH2:13][CH2:14]1)=[O:10])[C:2]1[CH:7]=[CH:6][CH:5]=[CH:4][CH:3]=1. The catalyst class is: 4. (6) Reactant: Cl.Cl.[N:3]1([CH:7]2[CH2:10][NH:9][CH2:8]2)[CH2:6][CH2:5][CH2:4]1.C(N(CC)CC)C.C1([O:24][C:25](=O)[N:26]([C:36]2[CH:41]=[C:40]([O:42][C:43]3[CH:48]=[CH:47][C:46]([NH:49][C:50]([C:52]4([C:55](=[O:64])[NH:56][C:57]5[CH:62]=[CH:61][C:60]([F:63])=[CH:59][CH:58]=5)[CH2:54][CH2:53]4)=[O:51])=[C:45]([F:65])[CH:44]=3)[CH:39]=[CH:38][N:37]=2)C(OC2C=CC=CC=2)=O)C=CC=CC=1. Product: [N:3]1([CH:7]2[CH2:10][N:9]([C:25]([NH:26][C:36]3[CH:41]=[C:40]([O:42][C:43]4[CH:48]=[CH:47][C:46]([NH:49][C:50]([C:52]5([C:55]([NH:56][C:57]6[CH:58]=[CH:59][C:60]([F:63])=[CH:61][CH:62]=6)=[O:64])[CH2:54][CH2:53]5)=[O:51])=[C:45]([F:65])[CH:44]=4)[CH:39]=[CH:38][N:37]=3)=[O:24])[CH2:8]2)[CH2:6][CH2:5][CH2:4]1. The catalyst class is: 9. (7) Reactant: [ClH:1].[Cl:2][C:3]1[CH:4]=[CH:5][C:6]([O:9][CH:10]2[CH2:15][CH2:14][N:13](C(OC(C)(C)C)=O)[CH2:12][CH2:11]2)=[N:7][CH:8]=1. Product: [ClH:2].[ClH:1].[Cl:2][C:3]1[CH:4]=[CH:5][C:6]([O:9][CH:10]2[CH2:15][CH2:14][NH:13][CH2:12][CH2:11]2)=[N:7][CH:8]=1. The catalyst class is: 8.